Dataset: Forward reaction prediction with 1.9M reactions from USPTO patents (1976-2016). Task: Predict the product of the given reaction. (1) Given the reactants [C:1]([C:3]1[CH:8]=[CH:7][C:6]([C:9]2[N:13]3[CH:14]=[C:15]([C:18]4[CH:27]=[CH:26][C:21]([C:22]([O:24]C)=[O:23])=[C:20]([O:28][CH3:29])[CH:19]=4)[N:16]=[CH:17][C:12]3=[N:11][CH:10]=2)=[CH:5][CH:4]=1)#[N:2].[Li+].[OH-], predict the reaction product. The product is: [C:1]([C:3]1[CH:4]=[CH:5][C:6]([C:9]2[N:13]3[CH:14]=[C:15]([C:18]4[CH:27]=[CH:26][C:21]([C:22]([OH:24])=[O:23])=[C:20]([O:28][CH3:29])[CH:19]=4)[N:16]=[CH:17][C:12]3=[N:11][CH:10]=2)=[CH:7][CH:8]=1)#[N:2]. (2) Given the reactants [I:1][C:2]1[CH:6]=[CH:5][NH:4][N:3]=1.[H-].[Na+].Br.Br[C:11]1[CH:16]=[CH:15][N:14]=[N:13][CH:12]=1, predict the reaction product. The product is: [I:1][C:2]1[CH:6]=[CH:5][N:4]([C:11]2[CH:16]=[CH:15][N:14]=[N:13][CH:12]=2)[N:3]=1.